Dataset: Full USPTO retrosynthesis dataset with 1.9M reactions from patents (1976-2016). Task: Predict the reactants needed to synthesize the given product. Given the product [CH2:22]([O:24][C:25]([C:27]1([C:30]2[CH:35]=[CH:34][C:33]([C:2]3[CH:7]=[CH:6][C:5]([C:8]4[O:12][N:11]=[C:10]([CH3:13])[C:9]=4[NH:14][C:15]([N:16]([CH:18]([CH3:20])[CH3:19])[CH3:17])=[O:21])=[CH:4][CH:3]=3)=[CH:32][CH:31]=2)[CH2:28][CH2:29]1)=[O:26])[CH3:23], predict the reactants needed to synthesize it. The reactants are: Br[C:2]1[CH:7]=[CH:6][C:5]([C:8]2[O:12][N:11]=[C:10]([CH3:13])[C:9]=2[NH:14][C:15](=[O:21])[N:16]([CH:18]([CH3:20])[CH3:19])[CH3:17])=[CH:4][CH:3]=1.[CH2:22]([O:24][C:25]([C:27]1([C:30]2[CH:35]=[CH:34][C:33](B3OC(C)(C)C(C)(C)O3)=[CH:32][CH:31]=2)[CH2:29][CH2:28]1)=[O:26])[CH3:23].